Dataset: Peptide-MHC class II binding affinity with 134,281 pairs from IEDB. Task: Regression. Given a peptide amino acid sequence and an MHC pseudo amino acid sequence, predict their binding affinity value. This is MHC class II binding data. (1) The peptide sequence is EGRRAKLRSAGEVEI. The MHC is DRB1_0405 with pseudo-sequence DRB1_0405. The binding affinity (normalized) is 0.331. (2) The peptide sequence is RNVRFSDEGGFTCFF. The MHC is HLA-DPA10103-DPB10401 with pseudo-sequence HLA-DPA10103-DPB10401. The binding affinity (normalized) is 0.395. (3) The peptide sequence is VAVSEGKPTEKHIQI. The MHC is HLA-DQA10401-DQB10402 with pseudo-sequence HLA-DQA10401-DQB10402. The binding affinity (normalized) is 0.0976. (4) The peptide sequence is FRPSQQNPQAQGSVQPQQLP. The MHC is DRB1_1101 with pseudo-sequence DRB1_1101. The binding affinity (normalized) is 0. (5) The peptide sequence is MPFVTTQPEALAAAA. The MHC is HLA-DQA10401-DQB10402 with pseudo-sequence HLA-DQA10401-DQB10402. The binding affinity (normalized) is 0.276. (6) The peptide sequence is RAKDPPAGTRKIMKV. The MHC is HLA-DQA10501-DQB10302 with pseudo-sequence HLA-DQA10501-DQB10302. The binding affinity (normalized) is 0. (7) The peptide sequence is TKIMSSKRILERESV. The MHC is DRB1_0405 with pseudo-sequence DRB1_0405. The binding affinity (normalized) is 0.402.